Dataset: Reaction yield outcomes from USPTO patents with 853,638 reactions. Task: Predict the reaction yield, written as a fraction of the theoretical maximum amount of product (1.0 means a 100% yield; for example, 0.34 means a 34% yield). (1) The product is [OH:44][CH:42]([CH:21]1[C:22]2([CH2:23][CH2:24][N:25]([C:28]([O:30][C:31]([CH3:34])([CH3:33])[CH3:32])=[O:29])[CH2:26][CH2:27]2)[O:35][C:36]2[C:41](=[CH:40][CH:39]=[CH:38][CH:37]=2)[C:20]1=[O:19])[CH3:43]. The yield is 0.630. The catalyst is C1COCC1. The reactants are C(NC(C)C)(C)C.C([Li])CCC.CCCCCC.[O:19]=[C:20]1[C:41]2[C:36](=[CH:37][CH:38]=[CH:39][CH:40]=2)[O:35][C:22]2([CH2:27][CH2:26][N:25]([C:28]([O:30][C:31]([CH3:34])([CH3:33])[CH3:32])=[O:29])[CH2:24][CH2:23]2)[CH2:21]1.[CH:42](=[O:44])[CH3:43]. (2) The reactants are [NH2:1][C:2]1[C:19]([C:20]#[CH:21])=[CH:18][C:5]([C:6]([N:8]=[S@@:9]([CH3:17])(=[O:16])[C:10]2[CH:15]=[CH:14][CH:13]=[CH:12][CH:11]=2)=[O:7])=[CH:4][N:3]=1.I[C:23]1[CH:28]=[CH:27][C:26]([OH:29])=[CH:25][CH:24]=1. No catalyst specified. The product is [NH2:1][C:2]1[C:19]([C:20]#[C:21][C:23]2[CH:28]=[CH:27][C:26]([OH:29])=[CH:25][CH:24]=2)=[CH:18][C:5]([C:6]([N:8]=[S@@:9]([CH3:17])(=[O:16])[C:10]2[CH:15]=[CH:14][CH:13]=[CH:12][CH:11]=2)=[O:7])=[CH:4][N:3]=1. The yield is 0.620.